Dataset: Reaction yield outcomes from USPTO patents with 853,638 reactions. Task: Predict the reaction yield, written as a fraction of the theoretical maximum amount of product (1.0 means a 100% yield; for example, 0.34 means a 34% yield). The reactants are [C:1]([O:5][C:6](=[O:24])[C@@H:7]([NH:18][C:19](=[O:23])[C@@H:20]([NH2:22])[CH3:21])[CH2:8][C:9]1[C:17]2[C:12](=[CH:13][CH:14]=[CH:15][CH:16]=2)[NH:11][CH:10]=1)([CH3:4])([CH3:3])[CH3:2].C(N(CC)C(C)C)(C)C.[CH3:34][N:35]1[C:39]([C:40](O)=[O:41])=[CH:38][CH:37]=[N:36]1.CN(C(ON1N=NC2C=CC=NC1=2)=[N+](C)C)C.F[P-](F)(F)(F)(F)F. The catalyst is CN(C=O)C. The product is [C:1]([O:5][C:6](=[O:24])[C@@H:7]([NH:18][C:19](=[O:23])[C@@H:20]([NH:22][C:40]([C:39]1[N:35]([CH3:34])[N:36]=[CH:37][CH:38]=1)=[O:41])[CH3:21])[CH2:8][C:9]1[C:17]2[C:12](=[CH:13][CH:14]=[CH:15][CH:16]=2)[NH:11][CH:10]=1)([CH3:2])([CH3:3])[CH3:4]. The yield is 0.990.